Dataset: Full USPTO retrosynthesis dataset with 1.9M reactions from patents (1976-2016). Task: Predict the reactants needed to synthesize the given product. (1) Given the product [C:1]([O:5][C:6]([N:8]1[CH2:13][CH2:12][CH:11]([N:14]2[CH:18]=[C:17]([C:19]3[CH:20]=[N:21][C:22]([NH2:34])=[C:23]([C:40]4[N:41]=[CH:42][C:43]5[C:38]([CH:39]=4)=[CH:37][C:36]([CH3:35])=[CH:45][CH:44]=5)[CH:24]=3)[CH:16]=[N:15]2)[CH2:10][CH2:9]1)=[O:7])([CH3:3])([CH3:4])[CH3:2], predict the reactants needed to synthesize it. The reactants are: [C:1]([O:5][C:6]([N:8]1[CH2:13][CH2:12][CH:11]([N:14]2[CH:18]=[C:17]([C:19]3[CH:20]=[N:21][C:22]([NH2:34])=[C:23](B4OC(C)(C)C(C)(C)O4)[CH:24]=3)[CH:16]=[N:15]2)[CH2:10][CH2:9]1)=[O:7])([CH3:4])([CH3:3])[CH3:2].[CH3:35][C:36]1[CH:37]=[C:38]2[C:43](=[CH:44][CH:45]=1)[CH:42]=[N:41][C:40](OS(C(F)(F)F)(=O)=O)=[CH:39]2.O1CCOCC1.C([O-])([O-])=O.[Cs+].[Cs+].O. (2) Given the product [CH2:23]([O:25][C:26](=[O:45])[CH:27]([CH2:44][S:8][C:7]([C:1]1[CH:2]=[CH:3][CH:4]=[CH:5][CH:6]=1)([C:9]1[CH:10]=[CH:11][CH:12]=[CH:13][CH:14]=1)[C:15]1[CH:16]=[CH:17][CH:18]=[CH:19][CH:20]=1)[CH2:28][CH:29]([C:37]([O:39][C:40]([CH3:43])([CH3:42])[CH3:41])=[O:38])[C:30]([O:32][C:33]([CH3:34])([CH3:35])[CH3:36])=[O:31])[CH3:24], predict the reactants needed to synthesize it. The reactants are: [C:1]1([C:7]([C:15]2[CH:20]=[CH:19][CH:18]=[CH:17][CH:16]=2)([C:9]2[CH:14]=[CH:13][CH:12]=[CH:11][CH:10]=2)[SH:8])[CH:6]=[CH:5][CH:4]=[CH:3][CH:2]=1.[H-].[Na+].[CH2:23]([O:25][C:26](=[O:45])[C:27](=[CH2:44])[CH2:28][CH:29]([C:37]([O:39][C:40]([CH3:43])([CH3:42])[CH3:41])=[O:38])[C:30]([O:32][C:33]([CH3:36])([CH3:35])[CH3:34])=[O:31])[CH3:24].CCCCCC.